From a dataset of Forward reaction prediction with 1.9M reactions from USPTO patents (1976-2016). Predict the product of the given reaction. (1) Given the reactants [NH2:1][CH:2]1[CH2:7][CH2:6][N:5]([CH2:8][CH:9]2[N:19]3[C:20]4[N:11]([C:12](=[O:22])[CH:13]=[CH:14][C:15]=4[N:16]=[CH:17][C:18]3=[O:21])[CH2:10]2)[CH2:4][CH2:3]1.C(Cl)(Cl)[Cl:24].[O:27]1[C:36]2[CH:35]=[C:34]([CH:37]=O)[N:33]=[CH:32][C:31]=2[O:30][CH2:29][CH2:28]1.C(O[BH-](OC(=O)C)OC(=O)C)(=O)C.[Na+], predict the reaction product. The product is: [ClH:24].[O:27]1[C:36]2[CH:35]=[C:34]([CH2:37][NH:1][CH:2]3[CH2:7][CH2:6][N:5]([CH2:8][CH:9]4[N:19]5[C:20]6[N:11]([C:12](=[O:22])[CH:13]=[CH:14][C:15]=6[N:16]=[CH:17][C:18]5=[O:21])[CH2:10]4)[CH2:4][CH2:3]3)[N:33]=[CH:32][C:31]=2[O:30][CH2:29][CH2:28]1. (2) The product is: [CH3:25][O:24][C:22](=[O:23])[C:21]1[CH:26]=[CH:27][C:18]([O:8][CH2:7][C:6]2[N:2]([CH3:1])[N:3]=[N:4][C:5]=2[C:9]2[CH:14]=[CH:13][CH:12]=[CH:11][CH:10]=2)=[N:19][CH:20]=1. Given the reactants [CH3:1][N:2]1[C:6]([CH2:7][OH:8])=[C:5]([C:9]2[CH:14]=[CH:13][CH:12]=[CH:11][CH:10]=2)[N:4]=[N:3]1.[H-].[Na+].Cl[C:18]1[CH:27]=[CH:26][C:21]([C:22]([O:24][CH3:25])=[O:23])=[CH:20][N:19]=1.O, predict the reaction product. (3) Given the reactants [CH2:1]([P:17](=[O:20])([OH:19])[OH:18])[CH2:2][CH2:3][CH2:4][CH2:5][CH2:6][CH2:7][CH2:8][CH2:9][CH2:10][CH2:11][CH2:12][CH2:13][CH2:14][CH2:15][CH3:16].[OH-].[Na+].[Cl-].[Ca+2:24].[Cl-], predict the reaction product. The product is: [Ca+2:24].[CH2:1]([P:17](=[O:18])([O-:20])[O-:19])[CH2:2][CH2:3][CH2:4][CH2:5][CH2:6][CH2:7][CH2:8][CH2:9][CH2:10][CH2:11][CH2:12][CH2:13][CH2:14][CH2:15][CH3:16].